This data is from Retrosynthesis with 50K atom-mapped reactions and 10 reaction types from USPTO. The task is: Predict the reactants needed to synthesize the given product. (1) Given the product Cc1ccc(C)c(Cn2cnc3ccccc32)c1, predict the reactants needed to synthesize it. The reactants are: Cc1ccc(C)c(CBr)c1.c1ccc2[nH]cnc2c1. (2) Given the product CS(=O)(=O)NC(=O)c1cnn2c(NCc3ccccc3)c(C(=O)N3CCC(c4ccc(Cl)cc4)CC3)cnc12, predict the reactants needed to synthesize it. The reactants are: CS(N)(=O)=O.O=C(O)c1cnn2c(NCc3ccccc3)c(C(=O)N3CCC(c4ccc(Cl)cc4)CC3)cnc12. (3) Given the product CCOC(CCNC(=O)OC(C)(C)C)OCC, predict the reactants needed to synthesize it. The reactants are: CC(C)(C)OC(=O)OC(=O)OC(C)(C)C.CCOC(CCN)OCC. (4) Given the product CNC1=NC=NC2C1C(c1cccc(O)c1)=CN2CCC(=O)OC(C)(C)C, predict the reactants needed to synthesize it. The reactants are: CNC1=NC=NC2C1C(I)=CN2CCC(=O)OC(C)(C)C.OB(O)c1cccc(O)c1. (5) Given the product CCOC(=O)CN(CCNS(=O)(=O)c1nc2ccccc2s1)C(=O)Cn1cnc2c(=O)[nH]c(NC(=O)OCc3ccc(OC)c(OC)c3)nc21, predict the reactants needed to synthesize it. The reactants are: CCOC(=O)CNCCNS(=O)(=O)c1nc2ccccc2s1.COc1ccc(COC(=O)Nc2nc3c(ncn3CC(=O)O)c(=O)[nH]2)cc1OC. (6) Given the product N#Cc1c(O)c2c(ccn2-c2ccc(-c3ccc(F)nc3)cc2)[nH]c1=O, predict the reactants needed to synthesize it. The reactants are: N#Cc1c(O)c2c(ccn2-c2ccc(Br)cc2)[nH]c1=O.OB(O)c1ccc(F)nc1. (7) Given the product CCC[C@@H](CCNC)Oc1ccccc1C(F)(F)F, predict the reactants needed to synthesize it. The reactants are: CCC[C@@H](CCN(C)Cc1ccccc1)Oc1ccccc1C(F)(F)F. (8) Given the product C=CCOc1ccc(N)cc1-c1nc2cc(-c3ccccc3)ccc2o1, predict the reactants needed to synthesize it. The reactants are: C=CCOc1ccc([N+](=O)[O-])cc1-c1nc2cc(-c3ccccc3)ccc2o1.